Dataset: Catalyst prediction with 721,799 reactions and 888 catalyst types from USPTO. Task: Predict which catalyst facilitates the given reaction. Reactant: [N+:1]([C:4]1[N:5]=[C:6]2[N:11]([CH:12]=1)[CH2:10][CH:9]([CH2:13][OH:14])[CH2:8][O:7]2)([O-:3])=[O:2].[I:15][C:16]1[CH:17]=[C:18]([CH:21]=[CH:22][CH:23]=1)[CH2:19]Br.[H-].[Na+]. Product: [I:15][C:16]1[CH:17]=[C:18]([CH:21]=[CH:22][CH:23]=1)[CH2:19][O:14][CH2:13][CH:9]1[CH2:8][O:7][C:6]2=[N:5][C:4]([N+:1]([O-:3])=[O:2])=[CH:12][N:11]2[CH2:10]1. The catalyst class is: 3.